Dataset: Retrosynthesis with 50K atom-mapped reactions and 10 reaction types from USPTO. Task: Predict the reactants needed to synthesize the given product. (1) Given the product CCCCCCOc1ccc(C(=O)Nc2ccccc2Oc2cccc(OCc3nnn[nH]3)c2)cc1, predict the reactants needed to synthesize it. The reactants are: CCCCCCOc1ccc(C(=O)Nc2ccccc2Oc2cccc(OCC#N)c2)cc1.[N-]=[N+]=[N-]. (2) Given the product CN1CCC(c2cccc3ccc(-c4cncnc4)cc23)CC1, predict the reactants needed to synthesize it. The reactants are: CN1CCC(c2cccc3ccc(OS(=O)(=O)C(F)(F)F)cc23)CC1.C[Sn](C)(C)c1cncnc1. (3) Given the product Cc1cc(/C=C/C[C@H](CC(=O)OC(C)(C)C)C(=O)N[C@H](C(=O)N[C@H](C)c2ccccc2)C(C)(C)C)ccc1-c1ccccc1, predict the reactants needed to synthesize it. The reactants are: C=CC[C@H](CC(=O)OC(C)(C)C)C(=O)N[C@H](C(=O)N[C@H](C)c1ccccc1)C(C)(C)C.Cc1cc(Br)ccc1-c1ccccc1.